From a dataset of Forward reaction prediction with 1.9M reactions from USPTO patents (1976-2016). Predict the product of the given reaction. (1) Given the reactants [Cl:1][C:2]1[C:7]([NH:8][C:9](=[O:16])[C:10]2[CH:15]=[CH:14][CH:13]=[CH:12][CH:11]=2)=[C:6]([Cl:17])[N:5]=[CH:4][N:3]=1.O1CCC[CH2:19]1.C(=O)([O-])[O-].[Cs+].[Cs+].CI, predict the reaction product. The product is: [Cl:17][C:6]1[C:7]([N:8]([CH3:19])[C:9](=[O:16])[C:10]2[CH:15]=[CH:14][CH:13]=[CH:12][CH:11]=2)=[C:2]([Cl:1])[N:3]=[CH:4][N:5]=1. (2) Given the reactants O[N:2]=[C:3]1[CH2:9][CH:8]2[N:10]([C:11]([O:13][C:14]([CH3:17])([CH3:16])[CH3:15])=[O:12])[CH:5]([CH2:6][CH2:7]2)[CH2:4]1.[Na], predict the reaction product. The product is: [CH3:17][C:14]([O:13][C:11]([N:10]1[C@@H:5]2[CH2:4][CH:3]([NH2:2])[CH2:9][C@H:8]1[CH2:7][CH2:6]2)=[O:12])([CH3:15])[CH3:16].